This data is from Catalyst prediction with 721,799 reactions and 888 catalyst types from USPTO. The task is: Predict which catalyst facilitates the given reaction. (1) Reactant: C=O.[OH-].[Na+].[C:5]([Si:9]([C:36]1[CH:41]=[CH:40][CH:39]=[CH:38][CH:37]=1)([C:30]1[CH:35]=[CH:34][CH:33]=[CH:32][CH:31]=1)[O:10][CH:11]1[CH:15]([CH:16]=[O:17])[O:14][CH:13]([N:18]2[CH:23]=[CH:22][C:21](=[O:24])[NH:20][C:19]2=[O:25])[CH:12]1[O:26]C(=O)C)([CH3:8])([CH3:7])[CH3:6].[C:42](O)(=[O:44])C. Product: [C:5]([Si:9]([C:36]1[CH:41]=[CH:40][CH:39]=[CH:38][CH:37]=1)([C:30]1[CH:35]=[CH:34][CH:33]=[CH:32][CH:31]=1)[O:10][CH:11]1[C:15]([CH2:42][OH:44])([CH2:16][OH:17])[O:14][CH:13]([N:18]2[CH:23]=[CH:22][C:21](=[O:24])[NH:20][C:19]2=[O:25])[CH:12]1[OH:26])([CH3:7])([CH3:6])[CH3:8]. The catalyst class is: 12. (2) Reactant: [CH2:1]([S:3][C:4]1[N:8]([CH2:9][C:10]2[CH:15]=[CH:14][C:13]([C:16]3[CH:21]=[CH:20][CH:19]=[CH:18][C:17]=3[C:22]3[NH:26][N:25]=[N:24][N:23]=3)=[CH:12][CH:11]=2)[C:7]2[C:27]([C:31]([O:33]CC)=[O:32])=[CH:28][CH:29]=[CH:30][C:6]=2[N:5]=1)[CH3:2].[OH-].[Na+]. Product: [CH2:1]([S:3][C:4]1[N:8]([CH2:9][C:10]2[CH:11]=[CH:12][C:13]([C:16]3[CH:21]=[CH:20][CH:19]=[CH:18][C:17]=3[C:22]3[NH:26][N:25]=[N:24][N:23]=3)=[CH:14][CH:15]=2)[C:7]2[C:27]([C:31]([OH:33])=[O:32])=[CH:28][CH:29]=[CH:30][C:6]=2[N:5]=1)[CH3:2]. The catalyst class is: 5.